Dataset: Reaction yield outcomes from USPTO patents with 853,638 reactions. Task: Predict the reaction yield, written as a fraction of the theoretical maximum amount of product (1.0 means a 100% yield; for example, 0.34 means a 34% yield). (1) The reactants are Br[C:2]1[CH:7]=[CH:6][C:5]([CH2:8][C:9]([O:11][CH3:12])=[O:10])=[CH:4][C:3]=1[N+:13]([O-:15])=[O:14].[C:16]([OH:25])(=[O:24])[C:17]1[C:18](=[CH:20][CH:21]=[CH:22][CH:23]=1)[SH:19]. No catalyst specified. The product is [CH3:12][O:11][C:9]([CH2:8][C:5]1[CH:6]=[CH:7][C:2]([S:19][C:18]2[CH:20]=[CH:21][CH:22]=[CH:23][C:17]=2[C:16]([OH:25])=[O:24])=[C:3]([N+:13]([O-:15])=[O:14])[CH:4]=1)=[O:10]. The yield is 0.560. (2) The reactants are [CH:1]1([CH2:4][S:5]([CH:8]2[CH2:13][CH2:12][C:11]([CH2:18][NH:19][C:20](=[O:33])[C:21]3[CH:26]=[CH:25][C:24]([C:27]([F:30])([F:29])[F:28])=[N:23][C:22]=3SC)([CH2:14][CH:15]3[CH2:17][CH2:16]3)[CH2:10][CH2:9]2)(=O)=[O:6])[CH2:3][CH2:2]1.O[O:35][S:36]([O-:38])=O.[K+].[C:40](=O)([O-])O.[Na+].[OH2:45]. The catalyst is CC(C)=O. The product is [CH:1]1([CH2:4][S:5]([CH:8]2[CH2:9][CH2:10][C:11]([CH2:18][NH:19][C:20](=[O:33])[C:21]3[CH:26]=[CH:25][C:24]([C:27]([F:30])([F:28])[F:29])=[N:23][C:22]=3[S:36]([CH3:40])(=[O:38])=[O:35])([CH2:14][CH:15]3[CH2:16][CH2:17]3)[CH2:12][CH2:13]2)(=[O:6])=[O:45])[CH2:3][CH2:2]1. The yield is 0.800. (3) The reactants are [C:1]1([C:7]2([SeH])[CH2:11][CH2:10][CH:9](CC=C)[C:8]2=[O:15])C=CC=[CH:3][CH:2]=1.[Cl-].[NH4+].OO. The catalyst is C(Cl)Cl. The product is [CH2:3]=[CH:2][CH2:1][CH:7]1[C:8](=[O:15])[CH:9]=[CH:10][CH2:11]1. The yield is 0.750. (4) The reactants are [H-].[Na+].[NH2:3][C:4]1[N:8]([C:9]2[CH:10]=[C:11]([CH:18]=[CH:19][C:20]=2[CH3:21])[C:12]([NH:14][CH:15]2[CH2:17][CH2:16]2)=[O:13])[N:7]=[CH:6][C:5]=1[C:22](=[O:31])[C:23]1[CH:28]=[CH:27][CH:26]=[C:25](CO)[CH:24]=1.C(O[C:35](=O)[C:36]1[CH:41]=CC=C(OCCN2CCOCC2)[CH:37]=1)C.FC(F)(F)[C:54]([OH:56])=[O:55].C1(NC(=O)[C:64]2[CH:69]=[CH:68][C:67](C)=[C:66]([NH:71]N)C=2)CC1.[O:74]1CCOCC1. No catalyst specified. The product is [C:36]([O:56][C:54]([N:71]1[CH2:66][CH2:67][CH:68]([O:74][C:6]2[C:5]([C:22](=[O:31])[C:23]3[CH:28]=[CH:27][CH:26]=[CH:25][CH:24]=3)=[C:4]([NH2:3])[N:8]([C:9]3[CH:10]=[C:11]([C:12](=[O:13])[NH:14][CH:15]4[CH2:16][CH2:17]4)[CH:18]=[CH:19][C:20]=3[CH3:21])[N:7]=2)[CH2:69][CH2:64]1)=[O:55])([CH3:41])([CH3:37])[CH3:35]. The yield is 0.160. (5) The reactants are [Cl:1][C:2]1[CH:24]=[C:23]([Cl:25])[C:22]([C:26]2[CH:31]=[CH:30][CH:29]=[CH:28][N:27]=2)=[CH:21][C:3]=1[C:4]([NH:6][C:7]1[N:11]([C:12]2[CH:17]=[CH:16][CH:15]=[CH:14][CH:13]=2)[N:10]=[C:9]([C:18]([OH:20])=O)[CH:8]=1)=[O:5].[CH3:32][C:33]1[C:37]([NH2:38])=[C:36]([CH3:39])[NH:35][N:34]=1.CCN(C(C)C)C(C)C.F[P-](F)(F)(F)(F)F.CN(C(N(C)C)=[N+]1C2C(=NC=CC=2)[N+]([O-])=N1)C. The catalyst is CN(C=O)C. The product is [Cl:1][C:2]1[CH:24]=[C:23]([Cl:25])[C:22]([C:26]2[CH:31]=[CH:30][CH:29]=[CH:28][N:27]=2)=[CH:21][C:3]=1[C:4]([NH:6][C:7]1[N:11]([C:12]2[CH:17]=[CH:16][CH:15]=[CH:14][CH:13]=2)[N:10]=[C:9]([C:18]([NH:38][C:37]2[C:33]([CH3:32])=[N:34][NH:35][C:36]=2[CH3:39])=[O:20])[CH:8]=1)=[O:5]. The yield is 0.490. (6) The reactants are [OH-].[K+].[O:3]1[C:8]2[CH:9]=[CH:10][C:11]([CH:13]=[O:14])=[CH:12][C:7]=2[O:6][CH2:5][CH2:4]1.[N+:15]([CH2:17][C:18]([N:20]1[CH2:24][CH2:23][CH2:22][CH2:21]1)=[O:19])#[C-:16]. The catalyst is CO. The product is [O:3]1[C:8]2[CH:9]=[CH:10][C:11]([C@@H:13]3[O:14][CH:16]=[N:15][C@H:17]3[C:18]([N:20]3[CH2:24][CH2:23][CH2:22][CH2:21]3)=[O:19])=[CH:12][C:7]=2[O:6][CH2:5][CH2:4]1. The yield is 0.680. (7) The reactants are [CH3:1][N:2]([CH3:8])[C@@H:3]1[CH2:7][CH2:6][NH:5][CH2:4]1.F[C:10]1[C:15]([N+:16]([O-:18])=[O:17])=[CH:14][C:13]([NH:19][C:20]2[N:25]=[C:24]([C:26]3[C:34]4[C:29](=[CH:30][CH:31]=[CH:32][CH:33]=4)[NH:28][CH:27]=3)[CH:23]=[CH:22][N:21]=2)=[C:12]([O:35][CH3:36])[CH:11]=1.CCN(C(C)C)C(C)C. The catalyst is CC(N(C)C)=O. The product is [CH3:1][N:2]([CH3:8])[C@@H:3]1[CH2:7][CH2:6][N:5]([C:10]2[C:15]([N+:16]([O-:18])=[O:17])=[CH:14][C:13]([NH:19][C:20]3[N:25]=[C:24]([C:26]4[C:34]5[C:29](=[CH:30][CH:31]=[CH:32][CH:33]=5)[NH:28][CH:27]=4)[CH:23]=[CH:22][N:21]=3)=[C:12]([O:35][CH3:36])[CH:11]=2)[CH2:4]1. The yield is 0.840.